From a dataset of Catalyst prediction with 721,799 reactions and 888 catalyst types from USPTO. Predict which catalyst facilitates the given reaction. (1) Reactant: [H-].[Na+].[C:3]([NH:6][CH:7]([C:13]([O:15][CH2:16][CH3:17])=[O:14])[C:8]([O:10][CH2:11][CH3:12])=[O:9])(=[O:5])[CH3:4].Cl[CH2:19][C:20]([C:22]1[CH:27]=[CH:26][C:25]([O:28][C:29]2[CH:34]=[CH:33][CH:32]=[CH:31][CH:30]=2)=[CH:24][CH:23]=1)=[O:21]. Product: [C:3]([NH:6][C:7]([CH2:19][C:20](=[O:21])[C:22]1[CH:27]=[CH:26][C:25]([O:28][C:29]2[CH:30]=[CH:31][CH:32]=[CH:33][CH:34]=2)=[CH:24][CH:23]=1)([C:13]([O:15][CH2:16][CH3:17])=[O:14])[C:8]([O:10][CH2:11][CH3:12])=[O:9])(=[O:5])[CH3:4]. The catalyst class is: 1. (2) Reactant: [N+:1]([C:4]1[CH:12]=[CH:11][CH:10]=[C:9]2[C:5]=1[CH:6]=[N:7][NH:8]2)([O-])=O. Product: [NH2:1][C:4]1[CH:12]=[CH:11][CH:10]=[C:9]2[C:5]=1[CH:6]=[N:7][NH:8]2. The catalyst class is: 256. (3) Reactant: Br[C:2]1[CH:3]=[C:4]([F:9])[C:5]([NH2:8])=[N:6][CH:7]=1.CC(C1C=C(C(C)C)C(C2C=CC=CC=2P(C2CCCCC2)C2CCCCC2)=C(C(C)C)C=1)C.[Cl-].[C:45]([O:49][C:50](=[O:53])[CH2:51][Zn+])([CH3:48])([CH3:47])[CH3:46]. Product: [NH2:8][C:5]1[N:6]=[CH:7][C:2]([CH2:51][C:50]([O:49][C:45]([CH3:48])([CH3:47])[CH3:46])=[O:53])=[CH:3][C:4]=1[F:9]. The catalyst class is: 443. (4) Reactant: [NH2:1][C@:2]12[CH2:45][CH2:44][C@@H:43]([C:46]([CH3:48])=[CH2:47])[C@@H:3]1[C@@H:4]1[C@@:17]([CH3:20])([CH2:18][CH2:19]2)[C@@:16]2([CH3:21])[C@@H:7]([C@:8]3([CH3:42])[C@@H:13]([CH2:14][CH2:15]2)[C:12]([CH3:23])([CH3:22])[C:11]([C:24]2[CH2:29][CH2:28][C@@:27]([CH2:40][F:41])([C:30]([O:32][CH2:33][C:34]4[CH:39]=[CH:38][CH:37]=[CH:36][CH:35]=4)=[O:31])[CH2:26][CH:25]=2)=[CH:10][CH2:9]3)[CH2:6][CH2:5]1.Br[CH2:50][CH2:51][N:52]1[CH2:56][CH2:55][N:54]([CH3:57])[C:53]1=[O:58].[O-]P([O-])([O-])=O.[K+].[K+].[K+].[I-].[K+]. Product: [F:41][CH2:40][C@@:27]1([C:30]([O:32][CH2:33][C:34]2[CH:35]=[CH:36][CH:37]=[CH:38][CH:39]=2)=[O:31])[CH2:28][CH2:29][C:24]([C:11]2[C:12]([CH3:22])([CH3:23])[C@H:13]3[C@:8]([CH3:42])([CH2:9][CH:10]=2)[C@@H:7]2[C@:16]([CH3:21])([C@@:17]4([CH3:20])[C@H:4]([CH2:5][CH2:6]2)[C@H:3]2[C@H:43]([C:46]([CH3:48])=[CH2:47])[CH2:44][CH2:45][C@:2]2([NH:1][CH2:50][CH2:51][N:52]2[CH2:56][CH2:55][N:54]([CH3:57])[C:53]2=[O:58])[CH2:19][CH2:18]4)[CH2:15][CH2:14]3)=[CH:25][CH2:26]1. The catalyst class is: 192. (5) Reactant: [F:1][C:2]1[N:7]=[CH:6][C:5]([NH2:8])=[CH:4][CH:3]=1.[N-:9]=[N+:10]=[N-:11].[Na+].[CH3:13]OC(OC)OC. Product: [F:1][C:2]1[CH:3]=[CH:4][C:5]([N:8]2[CH:13]=[N:11][N:10]=[N:9]2)=[CH:6][N:7]=1. The catalyst class is: 15. (6) Reactant: Cl[C:2]1[CH:7]=[C:6]([N+:8]([O-:10])=[O:9])[CH:5]=[CH:4][N:3]=1.C([Sn](CCCC)(CCCC)[C:16]1[CH2:17][CH2:18][O:19][CH2:20][CH:21]=1)CCC.C1(P(C2C=CC=CC=2)C2C=CC=CC=2)C=CC=CC=1.[Cl-].[Li+].C(C1C(O)=C(C(C)(C)C)C=C(C)C=1)(C)(C)C. Product: [O:19]1[CH2:18][CH:17]=[C:16]([C:2]2[CH:7]=[C:6]([N+:8]([O-:10])=[O:9])[CH:5]=[CH:4][N:3]=2)[CH2:21][CH2:20]1. The catalyst class is: 558. (7) Reactant: [C:1]([C:3]1[CH:8]=[CH:7][C:6]([C:9]2[N:10]=[C:11]3[CH:16]=[CH:15][CH:14]=[C:13]([C:17](OC)=[O:18])[N:12]3[C:21]=2[CH:22]=O)=[CH:5][CH:4]=1)#[N:2].[CH3:24][O:25][C:26]1[CH:33]=[C:32]([O:34][CH3:35])[CH:31]=[CH:30][C:27]=1[CH2:28][NH2:29].[BH3-]C#N.[Na+].C([O-])(O)=O.[Na+]. Product: [CH3:24][O:25][C:26]1[CH:33]=[C:32]([O:34][CH3:35])[CH:31]=[CH:30][C:27]=1[CH2:28][N:29]1[C:17](=[O:18])[C:13]2[N:12]3[C:21](=[C:9]([C:6]4[CH:7]=[CH:8][C:3]([C:1]#[N:2])=[CH:4][CH:5]=4)[N:10]=[C:11]3[CH:16]=[CH:15][CH:14]=2)[CH2:22]1. The catalyst class is: 100. (8) Reactant: [C:1](=[O:36])([O:9][CH:10]([N:12]1[C:16]2[CH:17]=[CH:18][CH:19]=[CH:20][C:15]=2[N:14]=[C:13]1[S:21][CH2:22][C:23]1[C:28]([CH3:29])=[C:27]([O:30][CH2:31][C:32]([F:35])([F:34])[F:33])[CH:26]=[CH:25][N:24]=1)[CH3:11])[O:2][CH:3]1[CH2:8][CH2:7][CH2:6][CH2:5][CH2:4]1.ClC1C=C(C=CC=1)C(OO)=[O:42]. Product: [C:1](=[O:36])([O:9][CH:10]([N:12]1[C:16]2[CH:17]=[CH:18][CH:19]=[CH:20][C:15]=2[N:14]=[C:13]1[S:21]([CH2:22][C:23]1[C:28]([CH3:29])=[C:27]([O:30][CH2:31][C:32]([F:35])([F:34])[F:33])[CH:26]=[CH:25][N:24]=1)=[O:42])[CH3:11])[O:2][CH:3]1[CH2:8][CH2:7][CH2:6][CH2:5][CH2:4]1. The catalyst class is: 4.